This data is from Reaction yield outcomes from USPTO patents with 853,638 reactions. The task is: Predict the reaction yield, written as a fraction of the theoretical maximum amount of product (1.0 means a 100% yield; for example, 0.34 means a 34% yield). (1) The reactants are [CH3:1][O:2][C:3]1[CH:4]=[C:5]2[C:10](=[CH:11][C:12]=1[O:13][CH3:14])[N:9]=[CH:8][CH:7]=[C:6]2[O:15][C:16]1[CH:22]=[CH:21][C:19]([NH2:20])=[C:18]([CH3:23])[C:17]=1[CH3:24].ClC(Cl)(O[C:29](=[O:35])[O:30][C:31](Cl)(Cl)Cl)Cl.OC[CH2:39][N:40]1[C:48](=[O:49])[C:47]2[C:42](=[CH:43][CH:44]=[CH:45][CH:46]=2)[C:41]1=[O:50].C(=O)(O)[O-].[Na+]. The catalyst is C(Cl)Cl.C(N(CC)CC)C.C1(C)C=CC=CC=1. The product is [CH3:1][O:2][C:3]1[CH:4]=[C:5]2[C:10](=[CH:11][C:12]=1[O:13][CH3:14])[N:9]=[CH:8][CH:7]=[C:6]2[O:15][C:16]1[CH:22]=[CH:21][C:19]([NH:20][C:29](=[O:35])[O:30][CH2:31][CH2:39][N:40]2[C:48](=[O:49])[C:47]3[C:42](=[CH:43][CH:44]=[CH:45][CH:46]=3)[C:41]2=[O:50])=[C:18]([CH3:23])[C:17]=1[CH3:24]. The yield is 0.240. (2) The reactants are [F:1][C:2]1([F:30])[CH2:7][CH2:6][N:5]([C:8]([C:10]2[NH:11][C:12]3[C:17]([CH:18]=2)=[CH:16][C:15]([C:19]([N:21]2[CH2:26][CH2:25][N:24]([CH:27]([CH3:29])[CH3:28])[CH2:23][CH2:22]2)=[O:20])=[CH:14][CH:13]=3)=[O:9])[CH2:4][CH2:3]1.[CH3:31][O:32][C:33]1[CH:38]=[CH:37][C:36](B(O)O)=[CH:35][CH:34]=1.N1C=CC=CC=1. The catalyst is ClCCl.C([O-])(=O)C.[Cu+2].C([O-])(=O)C. The product is [F:30][C:2]1([F:1])[CH2:7][CH2:6][N:5]([C:8]([C:10]2[N:11]([C:36]3[CH:37]=[CH:38][C:33]([O:32][CH3:31])=[CH:34][CH:35]=3)[C:12]3[C:17]([CH:18]=2)=[CH:16][C:15]([C:19]([N:21]2[CH2:22][CH2:23][N:24]([CH:27]([CH3:28])[CH3:29])[CH2:25][CH2:26]2)=[O:20])=[CH:14][CH:13]=3)=[O:9])[CH2:4][CH2:3]1. The yield is 0.410. (3) The reactants are [N+:1]([C:4]1[CH:19]=[CH:18][C:7]([C:8]([O:10][CH2:11][C:12]2[CH:17]=[CH:16][CH:15]=[CH:14][CH:13]=2)=[O:9])=[CH:6][C:5]=1[O:20][CH2:21][CH2:22][O:23][CH:24]1[CH2:29][CH2:28][CH2:27][CH2:26][O:25]1)([O-])=O.[Cl-].[NH4+]. The catalyst is C(O)C.O.[Fe]. The product is [NH2:1][C:4]1[CH:19]=[CH:18][C:7]([C:8]([O:10][CH2:11][C:12]2[CH:17]=[CH:16][CH:15]=[CH:14][CH:13]=2)=[O:9])=[CH:6][C:5]=1[O:20][CH2:21][CH2:22][O:23][CH:24]1[CH2:29][CH2:28][CH2:27][CH2:26][O:25]1. The yield is 1.00. (4) The catalyst is CN(C=O)C.C1C=CC([P]([Pd]([P](C2C=CC=CC=2)(C2C=CC=CC=2)C2C=CC=CC=2)([P](C2C=CC=CC=2)(C2C=CC=CC=2)C2C=CC=CC=2)[P](C2C=CC=CC=2)(C2C=CC=CC=2)C2C=CC=CC=2)(C2C=CC=CC=2)C2C=CC=CC=2)=CC=1. The product is [Br:1][C:2]1[N:3]=[CH:4][C:5]2[N:6]([C:8]([C:22]3[CH:23]=[CH:24][C:19]([Cl:18])=[CH:20][CH:21]=3)=[CH:9][N:10]=2)[CH:7]=1. The reactants are [Br:1][C:2]1[N:3]=[CH:4][C:5]2[N:6]([C:8](I)=[CH:9][N:10]=2)[CH:7]=1.C([O-])([O-])=O.[Na+].[Na+].[Cl:18][C:19]1[CH:24]=[CH:23][C:22](B(O)O)=[CH:21][CH:20]=1. The yield is 0.320. (5) The reactants are [F:1][CH:2]([F:42])[O:3][C:4]1[CH:5]=[C:6]([S:10]([N:13]2[C:21]3[C:16](=[CH:17][CH:18]=[C:19]([C:22]4[C:23]([C:28]([F:31])([F:30])[F:29])=[N:24][CH:25]=[CH:26][CH:27]=4)[CH:20]=3)[C:15]([CH2:32][N:33](C)[C:34](=O)OC(C)(C)C)=[CH:14]2)(=[O:12])=[O:11])[CH:7]=[CH:8][CH:9]=1.[ClH:43].CO. No catalyst specified. The product is [ClH:43].[F:42][CH:2]([F:1])[O:3][C:4]1[CH:5]=[C:6]([S:10]([N:13]2[C:21]3[C:16](=[CH:17][CH:18]=[C:19]([C:22]4[C:23]([C:28]([F:31])([F:30])[F:29])=[N:24][CH:25]=[CH:26][CH:27]=4)[CH:20]=3)[C:15]([CH2:32][NH:33][CH3:34])=[CH:14]2)(=[O:12])=[O:11])[CH:7]=[CH:8][CH:9]=1. The yield is 0.420. (6) The catalyst is CN(C=O)C. The yield is 0.390. The reactants are [F:1][C:2]1[CH:3]=[CH:4][C:5]([O:10][C:11]2[CH:25]=[CH:24][C:14]3[C:15]([CH2:18][N:19]4[CH2:23][CH2:22][CH2:21][CH2:20]4)=[N:16][O:17][C:13]=3[CH:12]=2)=[C:6]([CH:9]=1)[CH2:7][NH2:8].FC(F)(F)C[O:29][C:30](=O)[NH:31][C:32]1[N:33]([CH3:41])[N:34]=[C:35]([C:37]([CH3:40])([CH3:39])[CH3:38])[CH:36]=1.C(N(C(C)C)CC)(C)C. The product is [C:37]([C:35]1[CH:36]=[C:32]([NH:31][C:30]([NH:8][CH2:7][C:6]2[CH:9]=[C:2]([F:1])[CH:3]=[CH:4][C:5]=2[O:10][C:11]2[CH:25]=[CH:24][C:14]3[C:15]([CH2:18][N:19]4[CH2:20][CH2:21][CH2:22][CH2:23]4)=[N:16][O:17][C:13]=3[CH:12]=2)=[O:29])[N:33]([CH3:41])[N:34]=1)([CH3:40])([CH3:38])[CH3:39]. (7) The reactants are [Cl:1][C:2]1[CH:7]=[CH:6][CH:5]=[C:4]([C:8]([F:11])([F:10])[F:9])[C:3]=1[C:12]([N:14]1[C:22]2[C:17](=[N:18][CH:19]=[CH:20][CH:21]=2)[C:16](I)=[N:15]1)=[O:13].CC1(C)C(C)(C)OB([C:32]2[CH2:37][CH2:36][CH:35]([C:38]([O:40][CH2:41][CH3:42])=[O:39])[CH2:34][CH:33]=2)O1.C([O-])([O-])=O.[Na+].[Na+]. The catalyst is C1(C)C=CC=CC=1.CCO.C1C=CC(P(C2C=CC=CC=2)[C-]2C=CC=C2)=CC=1.C1C=CC(P(C2C=CC=CC=2)[C-]2C=CC=C2)=CC=1.Cl[Pd]Cl.[Fe+2].C(Cl)Cl. The product is [Cl:1][C:2]1[CH:7]=[CH:6][CH:5]=[C:4]([C:8]([F:11])([F:10])[F:9])[C:3]=1[C:12]([N:14]1[C:22]2[C:17](=[N:18][CH:19]=[CH:20][CH:21]=2)[C:16]([C:32]2[CH2:37][CH2:36][CH:35]([C:38]([O:40][CH2:41][CH3:42])=[O:39])[CH2:34][CH:33]=2)=[N:15]1)=[O:13]. The yield is 0.470. (8) The reactants are [CH2:1]([C:3]1[S:7][C:6]([C:8]([O:10]C)=[O:9])=[CH:5][C:4]=1[C:12]1[N:16]([CH3:17])[N:15]=[CH:14][CH:13]=1)[CH3:2].[Cl:18]N1C(=O)CCC1=O.[OH-].[Na+]. The catalyst is O1CCCC1. The product is [Cl:18][C:13]1[CH:14]=[N:15][N:16]([CH3:17])[C:12]=1[C:4]1[CH:5]=[C:6]([C:8]([OH:10])=[O:9])[S:7][C:3]=1[CH2:1][CH3:2]. The yield is 1.00.